Dataset: Full USPTO retrosynthesis dataset with 1.9M reactions from patents (1976-2016). Task: Predict the reactants needed to synthesize the given product. (1) Given the product [Cl:1][C:2]1[CH:10]=[C:9]([N+:11]([O-:13])=[O:12])[CH:8]=[CH:7][C:3]=1[C:4]([N:27]1[CH2:28][CH2:29][CH2:30][CH:25]([C:24]([F:32])([F:31])[F:23])[CH2:26]1)=[O:6], predict the reactants needed to synthesize it. The reactants are: [Cl:1][C:2]1[CH:10]=[C:9]([N+:11]([O-:13])=[O:12])[CH:8]=[CH:7][C:3]=1[C:4]([OH:6])=O.O1CCCC1.S(Cl)(Cl)=O.[F:23][C:24]([F:32])([F:31])[CH:25]1[CH2:30][CH2:29][CH2:28][NH:27][CH2:26]1. (2) Given the product [CH:5]1[C:6]([CH2:7][CH2:8][C:9]2[C:13]3[C:14]([NH:16][C:17]([NH2:19])=[N:18][C:12]=3[NH:11][CH:10]=2)=[O:15])=[CH:1][CH:2]=[C:3]([C:20]([NH:22][C@@H:23]([C:29]([O-:31])=[O:30])[CH2:24][CH2:25][C:26]([O-:28])=[O:27])=[O:21])[CH:4]=1.[Na+:33].[Na+:33], predict the reactants needed to synthesize it. The reactants are: [CH:1]1[C:6]([CH2:7][CH2:8][C:9]2[C:13]3[C:14]([NH:16][C:17]([NH2:19])=[N:18][C:12]=3[NH:11][CH:10]=2)=[O:15])=[CH:5][CH:4]=[C:3]([C:20]([NH:22][C@@H:23]([C:29]([OH:31])=[O:30])[CH2:24][CH2:25][C:26]([OH:28])=[O:27])=[O:21])[CH:2]=1.[OH-].[Na+:33].